This data is from Buchwald-Hartwig C-N cross coupling reaction yields with 55,370 reactions. The task is: Predict the reaction yield, written as a fraction of the theoretical maximum amount of product (1.0 means a 100% yield; for example, 0.34 means a 34% yield). (1) The reactants are Clc1cccnc1.Cc1ccc(N)cc1.O=S(=O)(O[Pd]1c2ccccc2-c2ccccc2N~1)C(F)(F)F.CC(C)c1cc(C(C)C)c(-c2ccccc2P(C2CCCCC2)C2CCCCC2)c(C(C)C)c1.CCN=P(N=P(N(C)C)(N(C)C)N(C)C)(N(C)C)N(C)C.COC(=O)c1cc(-c2cccs2)on1. No catalyst specified. The product is Cc1ccc(Nc2cccnc2)cc1. The yield is 0.0304. (2) The reactants are CCc1ccc(Br)cc1.Cc1ccc(N)cc1.O=S(=O)(O[Pd]1c2ccccc2-c2ccccc2N~1)C(F)(F)F.CC(C)c1cc(C(C)C)c(-c2ccccc2P(C(C)(C)C)C(C)(C)C)c(C(C)C)c1.CCN=P(N=P(N(C)C)(N(C)C)N(C)C)(N(C)C)N(C)C.CCOC(=O)c1cc(C)on1. No catalyst specified. The product is CCc1ccc(Nc2ccc(C)cc2)cc1. The yield is 0.728. (3) The reactants are COc1ccc(I)cc1.Cc1ccc(N)cc1.O=S(=O)(O[Pd]1c2ccccc2-c2ccccc2N~1)C(F)(F)F.COc1ccc(OC)c(P([C@]23C[C@H]4C[C@H](C[C@H](C4)C2)C3)[C@]23C[C@H]4C[C@H](C[C@H](C4)C2)C3)c1-c1c(C(C)C)cc(C(C)C)cc1C(C)C.CN1CCCN2CCCN=C12.c1ccc(CN(Cc2ccccc2)c2ccon2)cc1. No catalyst specified. The product is COc1ccc(Nc2ccc(C)cc2)cc1. The yield is 0.682. (4) The reactants are FC(F)(F)c1ccc(Cl)cc1.Cc1ccc(N)cc1.O=S(=O)(O[Pd]1c2ccccc2-c2ccccc2N~1)C(F)(F)F.CC(C)c1cc(C(C)C)c(-c2ccccc2P(C2CCCCC2)C2CCCCC2)c(C(C)C)c1.CN(C)C(=NC(C)(C)C)N(C)C.CCOC(=O)c1cnoc1C. No catalyst specified. The product is Cc1ccc(Nc2ccc(C(F)(F)F)cc2)cc1. The yield is 0.0255.